This data is from Catalyst prediction with 721,799 reactions and 888 catalyst types from USPTO. The task is: Predict which catalyst facilitates the given reaction. (1) Reactant: Cl.FC1C=C(C=CC=1)CN1C=C(C2C3C(=NC=C(C4C=CC(C5CCNCC5)=CC=4)C=3)N(S(C3C=CC(C)=CC=3)(=O)=O)C=2)C=N1.[F:46][C:47]1[CH:48]=[C:49]([CH:93]=[CH:94][CH:95]=1)[CH2:50][N:51]1[C:55]([CH3:56])=[C:54]([C:57]2[C:65]3[C:60](=[N:61][CH:62]=[C:63]([C:66]4[CH:71]=[CH:70][C:69]([N:72]5[CH2:77][CH2:76][N:75]([CH2:78][C@@H:79]([OH:81])[CH3:80])[CH2:74][CH2:73]5)=[CH:68][CH:67]=4)[CH:64]=3)[N:59](S(C3C=CC(C)=CC=3)(=O)=O)[CH:58]=2)[C:53]([CH3:92])=[N:52]1.[OH-].[Li+]. Product: [F:46][C:47]1[CH:48]=[C:49]([CH:93]=[CH:94][CH:95]=1)[CH2:50][N:51]1[C:55]([CH3:56])=[C:54]([C:57]2[C:65]3[C:60](=[N:61][CH:62]=[C:63]([C:66]4[CH:67]=[CH:68][C:69]([N:72]5[CH2:77][CH2:76][N:75]([CH2:78][C@@H:79]([OH:81])[CH3:80])[CH2:74][CH2:73]5)=[CH:70][CH:71]=4)[CH:64]=3)[NH:59][CH:58]=2)[C:53]([CH3:92])=[N:52]1. The catalyst class is: 87. (2) Reactant: [CH2:1]([O:3][C:4]([C:6]1[C:7]([C:24]2[CH:29]=[CH:28][C:27]([F:30])=[CH:26][CH:25]=2)=[C:8]2[N:13]([CH:14]=1)[CH:12]=[C:11]([C:15](C)(C)[O:16][SiH2]C(C)(C)C)[CH:10]=[CH:9]2)=[O:5])[CH3:2].[F-].C([N+](CCCC)(CCCC)CCCC)CCC.O. Product: [CH2:1]([O:3][C:4]([C:6]1[C:7]([C:24]2[CH:25]=[CH:26][C:27]([F:30])=[CH:28][CH:29]=2)=[C:8]2[N:13]([CH:14]=1)[CH:12]=[C:11]([CH2:15][OH:16])[CH:10]=[CH:9]2)=[O:5])[CH3:2]. The catalyst class is: 1. (3) Reactant: Cl[C:2]1[CH2:7][CH2:6][C:5]([CH3:9])([CH3:8])[C:4](=[O:10])[CH:3]=1.[S:11]1[CH:15]=[CH:14][N:13]=[CH:12]1.C(C(CCCC)C(O)=O)C.C([O-])([O-])=O.[K+].[K+].C1(P(C2CCCCC2)C2CCCCC2)CCCCC1. Product: [CH3:8][C:5]1([CH3:9])[C:4](=[O:10])[CH:3]=[C:2]([C:15]2[S:11][CH:12]=[N:13][CH:14]=2)[CH2:7][CH2:6]1. The catalyst class is: 575.